From a dataset of CYP3A4 inhibition data for predicting drug metabolism from PubChem BioAssay. Regression/Classification. Given a drug SMILES string, predict its absorption, distribution, metabolism, or excretion properties. Task type varies by dataset: regression for continuous measurements (e.g., permeability, clearance, half-life) or binary classification for categorical outcomes (e.g., BBB penetration, CYP inhibition). Dataset: cyp3a4_veith. The drug is Cc1ccc(C(=O)C(OC(=O)CCC(=O)Nc2cccc(C)c2)c2ccccc2)cc1. The result is 1 (inhibitor).